From a dataset of Full USPTO retrosynthesis dataset with 1.9M reactions from patents (1976-2016). Predict the reactants needed to synthesize the given product. (1) Given the product [CH3:1][O:2][C:3]1[CH:8]=[CH:7][C:6]([C:26]2[CH:34]=[CH:33][CH:32]=[C:31]3[C:27]=2[C:28]2([C:54]4=[CH:53][C:48]5[O:49][CH2:50][CH2:51][O:52][C:47]=5[CH:46]=[C:45]4[O:44][CH2:43]2)[C:29](=[O:42])[N:30]3[CH2:35][C:36]2[CH:41]=[CH:40][CH:39]=[CH:38][N:37]=2)=[CH:5][CH:4]=1, predict the reactants needed to synthesize it. The reactants are: [CH3:1][O:2][C:3]1[CH:8]=[CH:7][C:6](B(O)O)=[CH:5][CH:4]=1.N1C2C(=CC=CC=2)C=C(B(O)O)C=1.Br[C:26]1[CH:34]=[CH:33][CH:32]=[C:31]2[C:27]=1[C:28]1([C:54]3[C:45](=[CH:46][C:47]4[O:52][CH2:51][CH2:50][O:49][C:48]=4[CH:53]=3)[O:44][CH2:43]1)[C:29](=[O:42])[N:30]2[CH2:35][C:36]1[CH:41]=[CH:40][CH:39]=[CH:38][N:37]=1.BrC1C=CC=C2C=1C1(C3C(=CC4OCCOC=4C=3)OC1)C(=O)N2C(C1C=CC=CC=1)C1C=CC=CC=1. (2) Given the product [O:23]=[C:24]1[O:6][N:4]([C:7]2[CH:12]=[CH:11][CH:10]=[CH:9][CH:8]=2)[CH:31]=[C:25]1[C:26]([O:28][CH2:29][CH3:30])=[O:27], predict the reactants needed to synthesize it. The reactants are: O.NN.[N+:4]([C:7]1[CH:12]=[CH:11][CH:10]=[CH:9][CH:8]=1)([O-:6])=O.C1(NO)C=CC=CC=1.CC[O:23][CH:24]=[C:25]([C:31](OCC)=O)[C:26]([O:28][CH2:29][CH3:30])=[O:27]. (3) Given the product [CH3:17][O:16][CH:3]([O:2][CH3:1])[CH2:4][N:5]([CH2:6][C:7]1[CH:8]=[C:9]([F:15])[C:10]([F:14])=[C:11]([F:13])[CH:12]=1)[S:23]([C:26]1[CH:31]=[CH:30][C:29]([CH3:32])=[CH:28][CH:27]=1)(=[O:25])=[O:24], predict the reactants needed to synthesize it. The reactants are: [CH3:1][O:2][CH:3]([O:16][CH3:17])[CH2:4][NH:5][CH2:6][C:7]1[CH:12]=[C:11]([F:13])[C:10]([F:14])=[C:9]([F:15])[CH:8]=1.COC(OC)CN(CC1C=CC(F)=CC=1)[S:23]([C:26]1[CH:31]=[CH:30][C:29]([CH3:32])=[CH:28][CH:27]=1)(=[O:25])=[O:24]. (4) Given the product [CH:26]1([O:30][C:31]2[N:32]=[CH:33][C:34]([C:37]#[C:38][C:2]3[CH:7]=[CH:6][C:5]([CH2:8][CH:9]([NH:11][C:12]([C:14]4[S:18][CH:17]=[N:16][CH:15]=4)=[O:13])[CH3:10])=[CH:4][CH:3]=3)=[CH:35][N:36]=2)[CH2:27][CH2:28][CH2:29]1, predict the reactants needed to synthesize it. The reactants are: I[C:2]1[CH:7]=[CH:6][C:5]([CH2:8][CH:9]([NH:11][C:12]([C:14]2[S:18][CH:17]=[N:16][CH:15]=2)=[O:13])[CH3:10])=[CH:4][CH:3]=1.C(NC(C)C)(C)C.[CH:26]1([O:30][C:31]2[N:36]=[CH:35][C:34]([C:37]#[CH:38])=[CH:33][N:32]=2)[CH2:29][CH2:28][CH2:27]1. (5) Given the product [Cl:3][CH2:17][C@@H:15]1[O:14][N:13]=[C:12]([C:9]2[CH:10]=[CH:11][C:6]([F:5])=[CH:7][CH:8]=2)[CH2:16]1, predict the reactants needed to synthesize it. The reactants are: S(Cl)([Cl:3])=O.[F:5][C:6]1[CH:11]=[CH:10][C:9]([C:12]2[CH2:16][C@H:15]([CH2:17]O)[O:14][N:13]=2)=[CH:8][CH:7]=1. (6) The reactants are: Cl.[CH3:2][C:3]1[CH:4]=[CH:5][C:6]2[O:10][C:9]([C:11]3[CH:12]=[C:13]([NH2:22])[CH:14]=[CH:15][C:16]=3[N:17]3[CH2:21][CH2:20][CH2:19][CH2:18]3)=[N:8][C:7]=2[CH:23]=1.[F:24][C:25]([F:36])([F:35])[C:26]1[CH:34]=[CH:33][CH:32]=[CH:31][C:27]=1[C:28](Cl)=[O:29]. Given the product [CH3:2][C:3]1[CH:4]=[CH:5][C:6]2[O:10][C:9]([C:11]3[CH:12]=[C:13]([NH:22][C:28](=[O:29])[C:27]4[CH:31]=[CH:32][CH:33]=[CH:34][C:26]=4[C:25]([F:24])([F:35])[F:36])[CH:14]=[CH:15][C:16]=3[N:17]3[CH2:21][CH2:20][CH2:19][CH2:18]3)=[N:8][C:7]=2[CH:23]=1, predict the reactants needed to synthesize it. (7) The reactants are: [SH:1][C:2]1[C:11]([C:12]([NH:14][CH2:15][C:16]2[S:17][CH:18]=[CH:19][CH:20]=2)=[O:13])=[CH:10][C:9]2[C:4](=[CH:5][CH:6]=[CH:7][CH:8]=2)[N:3]=1.C([O-])([O-])=O.[K+].[K+].I[CH2:28][CH2:29][CH2:30][CH2:31][CH3:32]. Given the product [CH2:28]([S:1][C:2]1[C:11]([C:12]([NH:14][CH2:15][C:16]2[S:17][CH:18]=[CH:19][CH:20]=2)=[O:13])=[CH:10][C:9]2[C:4](=[CH:5][CH:6]=[CH:7][CH:8]=2)[N:3]=1)[CH2:29][CH2:30][CH2:31][CH3:32], predict the reactants needed to synthesize it. (8) Given the product [ClH:36].[Br:1][C:2]1[C:3]([CH2:18][NH:19][C:20]([C@@H:22]2[CH2:23][C@@H:24]([F:35])[C@H:25]([CH3:34])[NH:26]2)=[O:21])=[CH:4][C:5]([C:8]2[CH:9]=[N:10][C:11]([C:14]([F:17])([F:16])[F:15])=[N:12][CH:13]=2)=[N:6][CH:7]=1, predict the reactants needed to synthesize it. The reactants are: [Br:1][C:2]1[C:3]([CH2:18][NH:19][C:20]([C@H:22]2[N:26](C(OC(C)(C)C)=O)[C@@H:25]([CH3:34])[C@H:24]([F:35])[CH2:23]2)=[O:21])=[CH:4][C:5]([C:8]2[CH:9]=[N:10][C:11]([C:14]([F:17])([F:16])[F:15])=[N:12][CH:13]=2)=[N:6][CH:7]=1.[ClH:36]. (9) Given the product [OH:29][CH2:28][CH2:27][N:26]([CH3:25])[CH2:2][CH2:3][CH2:4][N:5]1[C:14]2[C:9](=[CH:10][C:11]([N+:15]([O-:17])=[O:16])=[CH:12][CH:13]=2)[CH2:8][CH2:7][C:6]1=[O:18], predict the reactants needed to synthesize it. The reactants are: Cl[CH2:2][CH2:3][CH2:4][N:5]1[C:14]2[C:9](=[CH:10][C:11]([N+:15]([O-:17])=[O:16])=[CH:12][CH:13]=2)[CH2:8][CH2:7][C:6]1=[O:18].C(=O)([O-])[O-].[K+].[K+].[CH3:25][NH:26][CH2:27][CH2:28][OH:29].[I-].[K+]. (10) The reactants are: [CH2:1]([NH2:6])[CH2:2][CH2:3][CH2:4][CH3:5].C(=O)([O-])[O-].[K+].[K+].[I-].[Na+].CS(O[CH2:20][CH2:21][C:22]12[CH2:31][CH:26]3[CH2:27][CH:28]([CH2:30][CH:24]([CH2:25]3)[CH2:23]1)[CH2:29]2)(=O)=O.[ClH:32]. Given the product [ClH:32].[C:22]12([CH2:21][CH2:20][NH:6][CH2:1][CH2:2][CH2:3][CH2:4][CH3:5])[CH2:31][CH:26]3[CH2:27][CH:28]([CH2:30][CH:24]([CH2:25]3)[CH2:23]1)[CH2:29]2, predict the reactants needed to synthesize it.